This data is from Full USPTO retrosynthesis dataset with 1.9M reactions from patents (1976-2016). The task is: Predict the reactants needed to synthesize the given product. (1) Given the product [Br:1][C:2]1[S:6][C:5]2=[C:7]([CH:10]=[O:11])[N:8]=[CH:9][N:4]2[CH:3]=1, predict the reactants needed to synthesize it. The reactants are: [Br:1][C:2]1[S:6][C:5]2=[C:7]([C:10](Cl)=[O:11])[N:8]=[CH:9][N:4]2[CH:3]=1.[H-].[Cl-].[NH4+]. (2) Given the product [O:16]=[C:10]1[CH2:9][O:13][CH2:14][CH:4]1[C:3]([O:7][CH3:8])=[O:6], predict the reactants needed to synthesize it. The reactants are: [H-].[Na+].[C:3]([O:7][CH3:8])(=[O:6])[CH2:4]O.[C:9]([O:13][CH3:14])(=O)[CH:10]=C.S(=O)(=O)(O)[OH:16]. (3) Given the product [O:7]1[C:8]2[CH:9]=[CH:10][CH:11]=[C:2]([OH:1])[C:3]=2[CH2:4][CH2:5][CH2:6]1, predict the reactants needed to synthesize it. The reactants are: [OH:1][C:2]1[CH:11]=[CH:10][CH:9]=[C:8]2[C:3]=1[C:4](=O)[CH:5]=[CH:6][O:7]2. (4) Given the product [CH3:6][C:7]1[CH:8]=[CH:9][C:10]([O:13][CH2:14][C:15]2[CH:20]=[CH:19][C:18]([CH2:21][C:22]3[CH:27]=[C:26]([C:28]4[C:29]([NH2:35])=[N:30][C:31]([NH2:34])=[CH:32][CH:33]=4)[O:24][N:23]=3)=[CH:17][CH:16]=2)=[N:11][CH:12]=1, predict the reactants needed to synthesize it. The reactants are: O1CCCC1.[CH3:6][C:7]1[CH:8]=[CH:9][C:10]([O:13][CH2:14][C:15]2[CH:20]=[CH:19][C:18]([CH2:21][C:22](Cl)=[N:23][OH:24])=[CH:17][CH:16]=2)=[N:11][CH:12]=1.[C:26]([C:28]1[C:29]([NH2:35])=[N:30][C:31]([NH2:34])=[CH:32][CH:33]=1)#[CH:27].C(N(CC)CC)C. (5) Given the product [CH3:8][O:7][C:5](=[O:6])[CH2:4][CH2:3][C:1]1[N:2]=[N:13][NH:14][N:15]=1, predict the reactants needed to synthesize it. The reactants are: [C:1]([CH2:3][CH2:4][C:5]([O:7][CH3:8])=[O:6])#[N:2].C[Si]([N:13]=[N+:14]=[N-:15])(C)C.C([Sn](=O)CCCC)CCC. (6) Given the product [F:29][C:26]1[CH:27]=[C:28]2[C:23]([C:22]([CH2:30][O:31][CH3:32])=[CH:21][N:20]2[S:17]([C:15]2[CH:14]=[CH:13][C:12]([O:33][CH3:34])=[C:11]([N:8]3[CH2:9][CH2:10][NH:5][CH2:6][CH2:7]3)[CH:16]=2)(=[O:19])=[O:18])=[CH:24][CH:25]=1, predict the reactants needed to synthesize it. The reactants are: FC(F)(F)C([N:5]1[CH2:10][CH2:9][N:8]([C:11]2[CH:16]=[C:15]([S:17]([N:20]3[C:28]4[C:23](=[CH:24][CH:25]=[C:26]([F:29])[CH:27]=4)[C:22]([CH2:30][O:31][CH3:32])=[CH:21]3)(=[O:19])=[O:18])[CH:14]=[CH:13][C:12]=2[O:33][CH3:34])[CH2:7][CH2:6]1)=O.[OH-].[K+]. (7) Given the product [CH3:41][N:40]([CH3:42])[C:39]1[CH:43]=[CH:44][CH:45]=[C:46]2[C:38]=1[CH:37]=[CH:36][CH:35]=[C:34]2[S:31]([NH:1][C:2]1[CH:7]=[CH:6][C:5]([N:8]2[CH2:9][CH2:10][NH:11][CH2:12][CH2:13]2)=[CH:4][C:3]=1[NH:21][S:22]([C:25]1[CH:30]=[CH:29][CH:28]=[CH:27][CH:26]=1)(=[O:23])=[O:24])(=[O:33])=[O:32], predict the reactants needed to synthesize it. The reactants are: [NH2:1][C:2]1[CH:7]=[CH:6][C:5]([N:8]2[CH2:13][CH2:12][N:11](C(OC(C)(C)C)=O)[CH2:10][CH2:9]2)=[CH:4][C:3]=1[NH:21][S:22]([C:25]1[CH:30]=[CH:29][CH:28]=[CH:27][CH:26]=1)(=[O:24])=[O:23].[S:31](Cl)([C:34]1[C:46]2[CH:45]=[CH:44][CH:43]=[C:39]([N:40]([CH3:42])[CH3:41])[C:38]=2[CH:37]=[CH:36][CH:35]=1)(=[O:33])=[O:32].